From a dataset of Forward reaction prediction with 1.9M reactions from USPTO patents (1976-2016). Predict the product of the given reaction. (1) The product is: [CH3:16][N:12]1[C:13]2[C:9](=[CH:8][C:7]([O:6][CH2:5][CH2:4][OH:3])=[CH:15][CH:14]=2)[C:10]([C:17]2[NH:25][C:20]3=[N:21][CH:22]=[CH:23][CH:24]=[C:19]3[CH:18]=2)=[CH:11]1. Given the reactants C([O:3][C:4](=O)[CH2:5][O:6][C:7]1[CH:8]=[C:9]2[C:13](=[CH:14][CH:15]=1)[N:12]([CH3:16])[CH:11]=[C:10]2[C:17]1[N:25](S(C2C=CC(C)=CC=2)(=O)=O)[C:20]2=[N:21][CH:22]=[CH:23][CH:24]=[C:19]2[CH:18]=1)C.[H-].[Al+3].[Li+].[H-].[H-].[H-].O, predict the reaction product. (2) Given the reactants [F:1][C:2]([F:12])([F:11])[C:3](=[O:10])[CH2:4][C:5]([O:7][CH2:8][CH3:9])=[O:6].[CH3:13][N:14]([CH3:19])[CH:15]=[CH:16][CH:17]=O, predict the reaction product. The product is: [CH3:13][N:14]([CH3:19])[CH:15]=[CH:16][CH:17]=[C:4]([C:3](=[O:10])[C:2]([F:11])([F:12])[F:1])[C:5]([O:7][CH2:8][CH3:9])=[O:6]. (3) Given the reactants [NH2:1][C:2]1[CH:7]=[CH:6][N:5]=[CH:4][CH:3]=1.[C:8](O[C:8]([O:10][C:11]([CH3:14])([CH3:13])[CH3:12])=[O:9])([O:10][C:11]([CH3:14])([CH3:13])[CH3:12])=[O:9], predict the reaction product. The product is: [C:11]([O:10][C:8](=[O:9])[NH:1][C:2]1[CH:7]=[CH:6][N:5]=[CH:4][CH:3]=1)([CH3:14])([CH3:13])[CH3:12]. (4) Given the reactants ClC1C=CC([C:8]2[N:9]=C3C=CC=CN3C=2CC2N=C(C(NN)=O)ON=2)=CC=1.[F:27][C:28]1[CH:29]=[CH:30][C:31]2[N:32]([C:34]([CH2:44][C:45]3[N:49]=[C:48]([C:50]([O:52]CC)=O)[O:47][N:46]=3)=[C:35]([C:37]3[CH:42]=[CH:41][C:40]([F:43])=[CH:39][CH:38]=3)[N:36]=2)[CH:33]=1.CN, predict the reaction product. The product is: [F:27][C:28]1[CH:29]=[CH:30][C:31]2[N:32]([C:34]([CH2:44][C:45]3[N:49]=[C:48]([C:50]([NH:9][CH3:8])=[O:52])[O:47][N:46]=3)=[C:35]([C:37]3[CH:38]=[CH:39][C:40]([F:43])=[CH:41][CH:42]=3)[N:36]=2)[CH:33]=1. (5) Given the reactants [F:1][C:2]1[CH:3]=[C:4]([CH:6]=[CH:7][CH:8]=1)[NH2:5].F[C:10]1[CH:15]=[C:14]([F:16])[CH:13]=[CH:12][C:11]=1[N+:17]([O-:19])=[O:18].CC(C)([O-])C.[K+].O, predict the reaction product. The product is: [F:16][C:14]1[CH:13]=[CH:12][C:11]([N+:17]([O-:19])=[O:18])=[C:10]([CH:15]=1)[NH:5][C:4]1[CH:6]=[CH:7][CH:8]=[C:2]([F:1])[CH:3]=1. (6) Given the reactants COC1C=CC(C2CCCOC2[N:15]2[C:23]3[C:18](=[CH:19][C:20]([C:24]4[N:28]=[C:27]([CH2:29][N:30]([CH3:32])[CH3:31])[NH:26][N:25]=4)=[CH:21][CH:22]=3)[CH:17]=[N:16]2)=CC=1.[C:33]1(C)[CH:38]=[CH:37][CH:36]=[CH:35][CH:34]=1.[O:40]1CCOC[CH2:41]1.Cl, predict the reaction product. The product is: [CH3:41][O:40][C:33]1[CH:38]=[CH:37][C:36]([C:17]2[C:18]3[C:23](=[CH:22][CH:21]=[C:20]([C:24]4[N:28]=[C:27]([CH2:29][N:30]([CH3:31])[CH3:32])[NH:26][N:25]=4)[CH:19]=3)[NH:15][N:16]=2)=[CH:35][CH:34]=1. (7) Given the reactants [NH2:1][C:2]1[CH:9]=[CH:8][C:5](C#N)=[CH:4][C:3]=1[O:10]C1C=CC=CC=1Br.[CH2:18]([N:25]1[CH2:30][CH2:29][C:28](=O)[CH2:27][CH2:26]1)[C:19]1[CH:24]=[CH:23][CH:22]=[CH:21][CH:20]=1.[C:32]([O:36][C:37](N1CCC(=O)CC1)=[O:38])(C)(C)C.C(O[BH-](OC(=O)C)OC(=O)C)(=O)C.C[N+](C)(C)C.C(O[BH-](OC(=O)C)OC(=O)C)(=O)C.[Na+], predict the reaction product. The product is: [CH3:32][O:36][C:37](=[O:38])[C:4]1[CH:5]=[CH:8][CH:9]=[C:2]([NH:1][CH:28]2[CH2:29][CH2:30][N:25]([CH2:18][C:19]3[CH:24]=[CH:23][CH:22]=[CH:21][CH:20]=3)[CH2:26][CH2:27]2)[C:3]=1[OH:10]. (8) Given the reactants N(OCC(C)C)=O.[Br:8][C:9]1[CH:15]=[CH:14][C:12](N)=[C:11]([Cl:16])[CH:10]=1.S(=O)(=O)(O)O.[CH:22]1[CH:27]=[CH:26][CH:25]=[CH:24][CH:23]=1, predict the reaction product. The product is: [Br:8][C:9]1[CH:15]=[CH:14][C:12]([C:22]2[CH:27]=[CH:26][CH:25]=[CH:24][CH:23]=2)=[C:11]([Cl:16])[CH:10]=1. (9) Given the reactants [Br:1][C:2]1[CH:3]=[N:4][CH:5]=[C:6](B2OC(C)(C)C(C)(C)O2)[CH:7]=1.Br[C:18]1[C:19]([C:30]2[S:31][CH:32]=[C:33]([C:35]([F:38])([F:37])[F:36])[N:34]=2)=[CH:20][C:21]([NH:24][C:25]([NH:27][CH2:28][CH3:29])=[O:26])=[N:22][CH:23]=1.C1(P(C2CCCCC2)C2C=CC=CC=2C2C(C(C)C)=CC(C(C)C)=CC=2C(C)C)CCCCC1.C(=O)([O-])[O-].[Na+].[Na+], predict the reaction product. The product is: [Br:1][C:2]1[CH:7]=[C:6]([C:18]2[CH:23]=[N:22][C:21]([NH:24][C:25]([NH:27][CH2:28][CH3:29])=[O:26])=[CH:20][C:19]=2[C:30]2[S:31][CH:32]=[C:33]([C:35]([F:38])([F:36])[F:37])[N:34]=2)[CH:5]=[N:4][CH:3]=1.